Dataset: Catalyst prediction with 721,799 reactions and 888 catalyst types from USPTO. Task: Predict which catalyst facilitates the given reaction. (1) Product: [Br:10][C:6]1[CH:7]=[N:8][CH:9]=[C:2]([N:12]2[CH:13]=[CH:14][N:15]3[C:23]4[CH2:22][CH2:21][CH2:20][CH2:19][C:18]=4[CH:17]=[C:16]3[C:11]2=[O:24])[C:3]=1[CH:4]=[O:5]. The catalyst class is: 321. Reactant: Br[C:2]1[CH:9]=[N:8][CH:7]=[C:6]([Br:10])[C:3]=1[CH:4]=[O:5].[C:11]1(=[O:24])[C:16]2=[CH:17][C:18]3[CH2:19][CH2:20][CH2:21][CH2:22][C:23]=3[N:15]2[CH:14]=[CH:13][NH:12]1.C(=O)([O-])[O-].[Cs+].[Cs+].COC1C2C(=C3C(=CC=2)C(OC)=CC=N3)N=CC=1. (2) Reactant: [CH:1]1([CH:4]([NH:17][S:18]([C:20]([CH3:23])([CH3:22])[CH3:21])=[O:19])[C:5]([F:16])([F:15])S(C2C=CC=CC=2)(=O)=O)[CH2:3][CH2:2]1.CC([O-])=O.[Na+].CC(O)=O.[Mg]. Product: [CH:1]1([CH:4]([NH:17][S:18]([C:20]([CH3:23])([CH3:22])[CH3:21])=[O:19])[CH:5]([F:16])[F:15])[CH2:3][CH2:2]1. The catalyst class is: 18. (3) Reactant: N([O-])=O.[Na+].[N:5]1([C:11]([C:13]2[N:18]=[CH:17][C:16](N)=[CH:15][CH:14]=2)=[O:12])[CH2:10][CH2:9][CH2:8][CH2:7][CH2:6]1.NC(N)=O.[I-:24].[Na+]. Product: [I:24][C:16]1[CH:15]=[CH:14][C:13]([C:11]([N:5]2[CH2:10][CH2:9][CH2:8][CH2:7][CH2:6]2)=[O:12])=[N:18][CH:17]=1. The catalyst class is: 33. (4) Reactant: [Cl:1][C:2]1[CH:3]=[C:4]([C:9]2([C:24]([F:27])([F:26])[F:25])[CH2:13][C:12]([C:14]3[CH:15]=[C:16]4[C:20](=[CH:21][CH:22]=3)[CH:19]([NH2:23])[CH2:18][CH2:17]4)=[N:11][CH2:10]2)[CH:5]=[C:6]([Cl:8])[CH:7]=1.[CH2:28]([N:30]=[C:31]=[O:32])[CH3:29]. Product: [Cl:1][C:2]1[CH:3]=[C:4]([C:9]2([C:24]([F:26])([F:27])[F:25])[CH2:13][C:12]([C:14]3[CH:15]=[C:16]4[C:20](=[CH:21][CH:22]=3)[CH:19]([NH:23][C:31]([NH:30][CH2:28][CH3:29])=[O:32])[CH2:18][CH2:17]4)=[N:11][CH2:10]2)[CH:5]=[C:6]([Cl:8])[CH:7]=1. The catalyst class is: 7. (5) Reactant: [Cl:1][C:2]1[C:3]([F:15])=[CH:4][C:5]([N+:12]([O-:14])=[O:13])=[C:6]([NH:8][CH:9]2[CH2:11][CH2:10]2)[CH:7]=1.[H-].[Na+].CI.[C:20](=O)(O)[O-].[Na+]. Product: [Cl:1][C:2]1[C:3]([F:15])=[CH:4][C:5]([N+:12]([O-:14])=[O:13])=[C:6]([N:8]([CH:9]2[CH2:11][CH2:10]2)[CH3:20])[CH:7]=1. The catalyst class is: 42. (6) Reactant: Br[C:2]1[CH:22]=[C:21]([CH3:23])[CH:20]=[CH:19][C:3]=1[O:4][C:5]1[C:14]2[C:9](=[CH:10][C:11]([O:17][CH3:18])=[C:12]([O:15][CH3:16])[CH:13]=2)[N:8]=[CH:7][CH:6]=1.C([Li])CCC.CCCCCC.[O:35]1[C:39]([C:40](Cl)=[O:41])=[CH:38][CH:37]=[N:36]1.O. Product: [CH3:16][O:15][C:12]1[CH:13]=[C:14]2[C:9](=[CH:10][C:11]=1[O:17][CH3:18])[N:8]=[CH:7][CH:6]=[C:5]2[O:4][C:3]1[CH:19]=[CH:20][C:21]([CH3:23])=[CH:22][C:2]=1[C:40]([C:39]1[O:35][N:36]=[CH:37][CH:38]=1)=[O:41]. The catalyst class is: 7. (7) Reactant: [O:1]=[C:2]1[N:6]([C:7]([O:9][C:10]([CH3:13])([CH3:12])[CH3:11])=[O:8])[C@H:5]([C:14]([O:16][CH3:17])=[O:15])[CH2:4][CH2:3]1.[Li+].[CH3:19][Si]([N-][Si](C)(C)C)(C)C.IC.CC(O)=O. Product: [CH3:19][CH:3]1[C:2](=[O:1])[N:6]([C:7]([O:9][C:10]([CH3:13])([CH3:12])[CH3:11])=[O:8])[CH:5]([C:14]([O:16][CH3:17])=[O:15])[CH2:4]1. The catalyst class is: 1. (8) Reactant: [CH:1]1([N:5]2[CH2:11][CH2:10][C:9]3[S:12][C:13]([CH:15]4[CH2:19][CH2:18][NH:17][CH2:16]4)=[N:14][C:8]=3[CH2:7][CH2:6]2)[CH2:4][CH2:3][CH2:2]1.Br[C:21]1[CH:22]=[CH:23][C:24]([C:27]#[N:28])=[N:25][CH:26]=1.C(=O)([O-])[O-].[Cs+].[Cs+].C1(P(C2C=CC=CC=2)C2C3OC4C(=CC=CC=4P(C4C=CC=CC=4)C4C=CC=CC=4)C(C)(C)C=3C=CC=2)C=CC=CC=1. Product: [CH:1]1([N:5]2[CH2:11][CH2:10][C:9]3[S:12][C:13]([CH:15]4[CH2:19][CH2:18][N:17]([C:21]5[CH:22]=[CH:23][C:24]([C:27]#[N:28])=[N:25][CH:26]=5)[CH2:16]4)=[N:14][C:8]=3[CH2:7][CH2:6]2)[CH2:2][CH2:3][CH2:4]1. The catalyst class is: 62.